Dataset: Reaction yield outcomes from USPTO patents with 853,638 reactions. Task: Predict the reaction yield, written as a fraction of the theoretical maximum amount of product (1.0 means a 100% yield; for example, 0.34 means a 34% yield). The reactants are [CH2:1]([O:8][C:9]1[C:14](=[O:15])[NH:13][C:12]([CH:16]([O:21][CH2:22][CH2:23]O)[CH2:17][CH2:18][S:19][CH3:20])=[N:11][C:10]=1[C:25]([O:27][CH2:28][CH3:29])=[O:26])[C:2]1[CH:7]=[CH:6][CH:5]=[CH:4][CH:3]=1.CCN(CC)CC.CS(Cl)(=O)=O. The catalyst is C(Cl)Cl.CCOCC. The product is [CH2:1]([O:8][C:9]1[C:14](=[O:15])[N:13]2[C:12]([CH:16]([CH2:17][CH2:18][S:19][CH3:20])[O:21][CH2:22][CH2:23]2)=[N:11][C:10]=1[C:25]([O:27][CH2:28][CH3:29])=[O:26])[C:2]1[CH:7]=[CH:6][CH:5]=[CH:4][CH:3]=1. The yield is 0.520.